Dataset: Forward reaction prediction with 1.9M reactions from USPTO patents (1976-2016). Task: Predict the product of the given reaction. (1) The product is: [C:8]([C:7]1[C:2]([NH:20][CH2:21][C:22]2[C:23]([N:28]([CH3:33])[S:29]([CH3:32])(=[O:31])=[O:30])=[N:24][CH:25]=[CH:26][CH:27]=2)=[C:3]2[CH:12]=[C:11]([C:13]3[CH:18]=[CH:17][C:16]([F:19])=[CH:15][CH:14]=3)[NH:10][C:4]2=[N:5][CH:6]=1)#[N:9]. Given the reactants Cl[C:2]1[C:7]([C:8]#[N:9])=[CH:6][N:5]=[C:4]2[NH:10][C:11]([C:13]3[CH:18]=[CH:17][C:16]([F:19])=[CH:15][CH:14]=3)=[CH:12][C:3]=12.[NH2:20][CH2:21][C:22]1[C:23]([N:28]([CH3:33])[S:29]([CH3:32])(=[O:31])=[O:30])=[N:24][CH:25]=[CH:26][CH:27]=1.C(N(C(C)C)C(C)C)C, predict the reaction product. (2) Given the reactants Cl[C:2]1[CH:7]=[N:6][N:5]2[C:8]([C:11]3[CH:12]=[C:13]([NH:17][C:18]([NH:20][CH2:21][C:22]([F:25])([F:24])[F:23])=[O:19])[CH:14]=[CH:15][CH:16]=3)=[CH:9][N:10]=[C:4]2[CH:3]=1.CC1(C)C(C)(C)OB([C:34]2[CH:35]=[N:36][N:37](C(OC(C)(C)C)=O)[CH:38]=2)O1.[O-]P([O-])([O-])=O.[K+].[K+].[K+], predict the reaction product. The product is: [NH:36]1[CH:35]=[C:34]([C:2]2[CH:7]=[N:6][N:5]3[C:8]([C:11]4[CH:12]=[C:13]([NH:17][C:18]([NH:20][CH2:21][C:22]([F:25])([F:24])[F:23])=[O:19])[CH:14]=[CH:15][CH:16]=4)=[CH:9][N:10]=[C:4]3[CH:3]=2)[CH:38]=[N:37]1. (3) Given the reactants I[C:2]1[C:10]2[C:5](=[CH:6][CH:7]=[C:8]([NH:11][C:12](=[O:24])[CH:13]([N:19]3[CH2:23][CH2:22][CH2:21][CH2:20]3)[C:14]3[CH:18]=[CH:17][S:16][CH:15]=3)[CH:9]=2)[NH:4][N:3]=1.[F:25][CH2:26][CH2:27][N:28]1[CH2:33][CH2:32][CH:31]([O:34][C:35]2[CH:40]=[CH:39][C:38](B3OC(C)(C)C(C)(C)O3)=[CH:37][CH:36]=2)[CH2:30][CH2:29]1, predict the reaction product. The product is: [F:25][CH2:26][CH2:27][N:28]1[CH2:29][CH2:30][CH:31]([O:34][C:35]2[CH:40]=[CH:39][C:38]([C:2]3[C:10]4[C:5](=[CH:6][CH:7]=[C:8]([NH:11][C:12](=[O:24])[CH:13]([N:19]5[CH2:23][CH2:22][CH2:21][CH2:20]5)[C:14]5[CH:18]=[CH:17][S:16][CH:15]=5)[CH:9]=4)[NH:4][N:3]=3)=[CH:37][CH:36]=2)[CH2:32][CH2:33]1. (4) Given the reactants [CH:1]1[C:9]2[C:8]3[CH:10]=[CH:11][CH:12]=[CH:13][C:7]=3[S:6][C:5]=2[CH:4]=[C:3]([O:14][CH2:15][CH2:16][NH2:17])[CH:2]=1.Br[CH2:19][C:20]([C:22]1[CH:27]=[CH:26][C:25]([O:28][CH2:29][C:30]2[CH:35]=[CH:34][CH:33]=[CH:32][CH:31]=2)=[C:24]([NH:36][S:37](=[O:42])(=[O:41])[N:38]([CH3:40])[CH3:39])[CH:23]=1)=[O:21].CO.C(Cl)(Cl)[Cl:46].Cl.C(O)C, predict the reaction product. The product is: [ClH:46].[CH:1]1[C:9]2[C:8]3[CH:10]=[CH:11][CH:12]=[CH:13][C:7]=3[S:6][C:5]=2[CH:4]=[C:3]([O:14][CH2:15][CH2:16][NH:17][CH2:19][CH:20]([C:22]2[CH:27]=[CH:26][C:25]([O:28][CH2:29][C:30]3[CH:35]=[CH:34][CH:33]=[CH:32][CH:31]=3)=[C:24]([NH:36][S:37]([N:38]([CH3:39])[CH3:40])(=[O:42])=[O:41])[CH:23]=2)[OH:21])[CH:2]=1.